Dataset: Forward reaction prediction with 1.9M reactions from USPTO patents (1976-2016). Task: Predict the product of the given reaction. (1) The product is: [Si:1]([O:8][CH:9]([C:10]1[C:11]([C:12]([O:14][CH2:15][C:16]2[CH:21]=[CH:20][CH:19]=[CH:18][CH:17]=2)=[O:13])=[CH:22][NH:23][N:30]=1)[CH:27]([CH3:29])[CH3:28])([C:4]([CH3:7])([CH3:6])[CH3:5])([CH3:3])[CH3:2]. Given the reactants [Si:1]([O:8][CH:9]([CH:27]([CH3:29])[CH3:28])[C:10](=O)/[C:11](=[CH:22]/[N:23](C)C)/[C:12]([O:14][CH2:15][C:16]1[CH:21]=[CH:20][CH:19]=[CH:18][CH:17]=1)=[O:13])([C:4]([CH3:7])([CH3:6])[CH3:5])([CH3:3])[CH3:2].[NH2:30]N, predict the reaction product. (2) Given the reactants C[Si](C)(C)CCOC[O:7][CH2:8][C:9]1[N:10]=[C:11]([C:14]2O[C:17]([C:19]([OH:22])([CH3:21])[CH3:20])=[N:16][N:15]=2)[S:12][CH:13]=1.CC1C=CC(S(O)(=O)=O)=CC=1.[CH3:36][NH2:37].CO, predict the reaction product. The product is: [OH:7][CH2:8][C:9]1[N:10]=[C:11]([C:14]2[N:37]([CH3:36])[C:17]([C:19]([OH:22])([CH3:20])[CH3:21])=[N:16][N:15]=2)[S:12][CH:13]=1. (3) Given the reactants Br[CH2:2][C:3]([C:5]1[CH:6]=[CH:7][C:8]([F:13])=[C:9]([CH:12]=1)[C:10]#[N:11])=[O:4].[OH:14][CH2:15][C@@H:16]1[NH:21][CH2:20][CH2:19][N:18]([C:22]([O:24][C:25]([CH3:28])([CH3:27])[CH3:26])=[O:23])[CH2:17]1.C([O-])([O-])=O.[K+].[K+], predict the reaction product. The product is: [C:10]([C:9]1[CH:12]=[C:5]([C:3](=[O:4])[CH2:2][N:21]2[CH2:20][CH2:19][N:18]([C:22]([O:24][C:25]([CH3:26])([CH3:27])[CH3:28])=[O:23])[CH2:17][C@@H:16]2[CH2:15][OH:14])[CH:6]=[CH:7][C:8]=1[F:13])#[N:11]. (4) Given the reactants [C:1]([O:5][C:6]([N:8]([C@H:16]1[CH2:24][CH2:23][CH2:22][C@H:21]([O:25][CH2:26][C:27]([CH3:29])=[CH2:28])[C@@H:20]([O:30][CH:31]=[CH:32][C:33](=[O:35])[CH3:34])[C@H:19]([CH3:36])[O:18][C:17]1=[O:37])[C:9](=[O:15])[O:10][C:11]([CH3:14])([CH3:13])[CH3:12])=[O:7])([CH3:4])([CH3:3])[CH3:2], predict the reaction product. The product is: [C:11]([O:10][C:9]([N:8]([C@H:16]1[CH2:24][CH2:23][CH2:22][C@H:21]([O:25][CH2:26][CH:27]([CH3:28])[CH3:29])[C@@H:20]([O:30][CH2:31][CH2:32][C:33](=[O:35])[CH3:34])[C@H:19]([CH3:36])[O:18][C:17]1=[O:37])[C:6](=[O:7])[O:5][C:1]([CH3:2])([CH3:4])[CH3:3])=[O:15])([CH3:14])([CH3:13])[CH3:12]. (5) Given the reactants [Br:1]Br.[F:3][C:4]([F:12])([F:11])[C:5]1[N:6]=[C:7]([NH2:10])[S:8][CH:9]=1, predict the reaction product. The product is: [BrH:1].[Br:1][C:9]1[S:8][C:7]([NH2:10])=[N:6][C:5]=1[C:4]([F:12])([F:11])[F:3]. (6) Given the reactants F[C:2]1[CH:9]=[CH:8][C:5]([C:6]#[N:7])=[CH:4][C:3]=1[C:10]([F:13])([F:12])[F:11].[CH3:14][C@H:15]([OH:18])[CH2:16][CH3:17].[H-].[Na+], predict the reaction product. The product is: [F:11][C:10]([F:13])([F:12])[C:3]1[CH:4]=[C:5]([CH:8]=[CH:9][C:2]=1[O:18][C@H:15]([CH2:16][CH3:17])[CH3:14])[C:6]#[N:7]. (7) Given the reactants [C:1]([NH:4][C:5]1[S:6][C:7]([C:11]2[CH:12]=[C:13]([S:17](Cl)(=[O:19])=[O:18])[S:14][C:15]=2[Br:16])=[C:8]([CH3:10])[N:9]=1)(=[O:3])[CH3:2].C(N(CC)CC)C.[NH2:28][CH2:29][CH2:30][CH2:31][OH:32], predict the reaction product. The product is: [Br:16][C:15]1[S:14][C:13]([S:17](=[O:19])(=[O:18])[NH:28][CH2:29][CH2:30][CH2:31][OH:32])=[CH:12][C:11]=1[C:7]1[S:6][C:5]([NH:4][C:1](=[O:3])[CH3:2])=[N:9][C:8]=1[CH3:10]. (8) Given the reactants [CH3:1][O:2][C:3]1[CH:8]=[CH:7][C:6](B(O)O)=[CH:5][CH:4]=1.C1(P(C2C=CC=CC=2)C2C=CC=CC=2)C=CC=CC=1.[NH2:31][C:32]1[C:33]([C:39]([NH:41][C:42]2[CH:47]=[CH:46][CH:45]=[CH:44][CH:43]=2)=[O:40])=[N:34][C:35](Br)=[CH:36][N:37]=1.C([O-])([O-])=O.[Na+].[Na+], predict the reaction product. The product is: [NH2:31][C:32]1[C:33]([C:39]([NH:41][C:42]2[CH:43]=[CH:44][CH:45]=[CH:46][CH:47]=2)=[O:40])=[N:34][C:35]([C:6]2[CH:7]=[CH:8][C:3]([O:2][CH3:1])=[CH:4][CH:5]=2)=[CH:36][N:37]=1.